From a dataset of Forward reaction prediction with 1.9M reactions from USPTO patents (1976-2016). Predict the product of the given reaction. (1) Given the reactants [C:1]([C:4]1[C:9](=[O:10])[CH:8]=[CH:7][N:6]([C:11]2[CH:16]=[CH:15][C:14]([Cl:17])=[CH:13][CH:12]=2)[N:5]=1)(=[O:3])[CH3:2].C[Si]([N:22]([Si](C)(C)C)[C:23]1[CH:24]=[C:25]([Mg]Cl)[CH:26]=[CH:27][CH:28]=1)(C)C.Cl, predict the reaction product. The product is: [NH2:22][C:23]1[CH:24]=[C:25]([C:1]([C:4]2[C:9](=[O:10])[CH:8]=[CH:7][N:6]([C:11]3[CH:16]=[CH:15][C:14]([Cl:17])=[CH:13][CH:12]=3)[N:5]=2)([OH:3])[CH3:2])[CH:26]=[CH:27][CH:28]=1. (2) Given the reactants [Cl:1][C:2]1[CH:29]=[CH:28][C:5]([CH2:6][N:7]2[C:15]3[C:10](=[CH:11][C:12]([CH:16]=[C:17]4[S:21][C:20](=[O:22])[N:19]([CH2:23][CH2:24][NH:25][CH3:26])[C:18]4=[O:27])=[CH:13][CH:14]=3)[CH:9]=[N:8]2)=[C:4]([C:30]([F:33])([F:32])[F:31])[CH:3]=1.[CH3:34][S:35](Cl)(=[O:37])=[O:36], predict the reaction product. The product is: [Cl:1][C:2]1[CH:29]=[CH:28][C:5]([CH2:6][N:7]2[C:15]3[C:10](=[CH:11][C:12](/[CH:16]=[C:17]4/[C:18](=[O:27])[N:19]([CH2:23][CH2:24][N:25]([CH3:26])[S:35]([CH3:34])(=[O:37])=[O:36])[C:20](=[O:22])[S:21]/4)=[CH:13][CH:14]=3)[CH:9]=[N:8]2)=[C:4]([C:30]([F:31])([F:33])[F:32])[CH:3]=1. (3) The product is: [ClH:33].[F:3][C:4]1[C:28]([O:29][CH3:31])=[CH:27][CH:26]=[C:25]([F:30])[C:5]=1[CH2:6][O:7][C:8]([N:10]1[CH2:15][CH2:14][NH:13][CH2:12][C@H:11]1[CH2:23][CH3:24])=[O:9]. Given the reactants [H-].[Na+].[F:3][C:4]1[C:28]([OH:29])=[CH:27][CH:26]=[C:25]([F:30])[C:5]=1[CH2:6][O:7][C:8]([N:10]1[CH2:15][CH2:14][N:13](C(OC(C)(C)C)=O)[CH2:12][C@H:11]1[CH2:23][CH3:24])=[O:9].[CH3:31]I.[ClH:33], predict the reaction product. (4) The product is: [ClH:48].[CH3:1][O:2][C:3]1[CH:8]=[CH:7][C:6]([C:9]2[S:18][C:12]3[C:13](=[O:17])[N:14]([C:20]4[CH:33]=[CH:32][C:23]([O:24][CH2:25][CH2:26][N:27]5[CH2:28][CH2:29][CH2:30][CH2:31]5)=[C:22]([O:34][CH3:35])[CH:21]=4)[CH2:15][CH2:16][C:11]=3[CH:10]=2)=[CH:5][CH:4]=1. Given the reactants [CH3:1][O:2][C:3]1[CH:8]=[CH:7][C:6]([C:9]2[S:18][C:12]3[C:13](=[O:17])[NH:14][CH2:15][CH2:16][C:11]=3[CH:10]=2)=[CH:5][CH:4]=1.Br[C:20]1[CH:33]=[CH:32][C:23]([O:24][CH2:25][CH2:26][N:27]2[CH2:31][CH2:30][CH2:29][CH2:28]2)=[C:22]([O:34][CH3:35])[CH:21]=1.CNCCNC.C([O-])([O-])=O.[K+].[K+].[ClH:48].CCO, predict the reaction product. (5) Given the reactants [CH2:15]([Sn:6]([CH2:7][CH2:8][CH2:9][CH3:10])([CH2:11][CH2:12][CH2:13][CH3:14])[Sn:6]([CH2:15][CH2:16][CH2:17][CH3:18])([CH2:11][CH2:12][CH2:13][CH3:14])[CH2:7][CH2:8][CH2:9][CH3:10])[CH2:16][CH2:17][CH3:18].Br[C:28]1[CH:43]=[CH:42][C:31]([C:32]([O:34][N:35]2[C:39](=[O:40])[CH2:38][CH2:37][C:36]2=[O:41])=[O:33])=[C:30]([Cl:44])[CH:29]=1, predict the reaction product. The product is: [Cl:44][C:30]1[CH:29]=[C:28]([Sn:6]([CH2:7][CH2:8][CH2:9][CH3:10])([CH2:11][CH2:12][CH2:13][CH3:14])[CH2:15][CH2:16][CH2:17][CH3:18])[CH:43]=[CH:42][C:31]=1[C:32]([O:34][N:35]1[C:36](=[O:41])[CH2:37][CH2:38][C:39]1=[O:40])=[O:33]. (6) Given the reactants [Br:1][C:2]1[CH:8]=[C:7]([F:9])[CH:6]=[CH:5][C:3]=1[NH2:4].[Na+].[N+]([C:14]1[CH:15]=C(S([O-])(=O)=O)C=C[CH:19]=1)([O-])=O.S(=O)(=O)(O)O, predict the reaction product. The product is: [F:9][C:7]1[CH:6]=[C:5]2[C:3](=[C:2]([Br:1])[CH:8]=1)[N:4]=[CH:15][CH:14]=[CH:19]2. (7) The product is: [C:31]([O:30][C:28]([NH:27][CH:24]1[CH2:25][CH2:26][CH:21]([O:20][C:15]2[C:14]([NH:13][C:12]3[C:7]4[C:6]([CH3:36])=[C:5]([C:3]([OH:4])=[O:2])[S:35][C:8]=4[N:9]=[CH:10][N:11]=3)=[CH:19][CH:18]=[CH:17][N:16]=2)[CH2:22][CH2:23]1)=[O:29])([CH3:34])([CH3:32])[CH3:33]. Given the reactants C[O:2][C:3]([C:5]1[S:35][C:8]2[N:9]=[CH:10][N:11]=[C:12]([NH:13][C:14]3[C:15]([O:20][CH:21]4[CH2:26][CH2:25][CH:24]([NH:27][C:28]([O:30][C:31]([CH3:34])([CH3:33])[CH3:32])=[O:29])[CH2:23][CH2:22]4)=[N:16][CH:17]=[CH:18][CH:19]=3)[C:7]=2[C:6]=1[CH3:36])=[O:4].[OH-].[Na+].[OH-].[Li+].Cl, predict the reaction product.